This data is from Full USPTO retrosynthesis dataset with 1.9M reactions from patents (1976-2016). The task is: Predict the reactants needed to synthesize the given product. (1) Given the product [CH2:10]([O:12][C:13](=[O:19])[C:14]([C:7]1[S:6][C:5]([CH2:1][CH2:2][CH2:3][CH3:4])=[CH:9][CH:8]=1)=[O:15])[CH3:11], predict the reactants needed to synthesize it. The reactants are: [CH2:1]([C:5]1[S:6][CH:7]=[CH:8][CH:9]=1)[CH2:2][CH2:3][CH3:4].[CH2:10]([O:12][C:13](=[O:19])[C:14](OCC)=[O:15])[CH3:11].O. (2) Given the product [CH3:15][N:1]([CH2:10][CH2:9][CH2:8][C:5]1[CH:6]=[CH:7][CH:2]=[CH:3][CH:4]=1)[CH:2]1[CH2:3][CH2:4][CH:5]([C:8]2[CH:9]=[CH:10][C:11]([OH:14])=[CH:12][CH:13]=2)[CH2:6][CH2:7]1, predict the reactants needed to synthesize it. The reactants are: [NH2:1][C@H:2]1[CH2:7][CH2:6][C@H:5]([C:8]2[CH:13]=[CH:12][C:11]([OH:14])=[CH:10][CH:9]=2)[CH2:4][CH2:3]1.[CH4:15]. (3) The reactants are: Br[C:2]1[CH:3]=[N:4][CH:5]=[N:6][CH:7]=1.[CH3:8][O:9][C:10]1[CH:15]=[CH:14][CH:13]=[CH:12][C:11]=1B(O)O.C(=O)([O-])[O-].[Na+].[Na+]. Given the product [N:4]1[CH:3]=[C:2]([C:11]2[CH:12]=[CH:13][CH:14]=[CH:15][C:10]=2[O:9][CH3:8])[CH:7]=[N:6][CH:5]=1, predict the reactants needed to synthesize it. (4) Given the product [F:23][C:24]1[CH:25]=[C:26]([CH:30]=[CH:31][C:32]=1[N+:33]([O-:35])=[O:34])[C:27]([N:41]([CH2:42][CH2:43][CH:44]([CH3:46])[CH3:45])[CH2:36][CH2:37][CH:38]([CH3:39])[CH3:40])=[O:29], predict the reactants needed to synthesize it. The reactants are: ON1C2C=CC=CC=2N=N1.Cl.CN(C)CCCN=C=NCC.[F:23][C:24]1[CH:25]=[C:26]([CH:30]=[CH:31][C:32]=1[N+:33]([O-:35])=[O:34])[C:27]([OH:29])=O.[CH2:36]([NH:41][CH2:42][CH2:43][CH:44]([CH3:46])[CH3:45])[CH2:37][CH:38]([CH3:40])[CH3:39]. (5) Given the product [C:1]([O:5][C:6]([N:8]1[CH2:9][CH2:10][N:11]([C:14]2[CH:15]=[CH:16][C:17]([C:23]([F:24])([F:25])[F:26])=[CH:18][C:19]=2[NH:20][S:42]([C:39]2[CH:40]=[CH:41][C:36]([I:35])=[CH:37][CH:38]=2)(=[O:44])=[O:43])[CH2:12][CH2:13]1)=[O:7])([CH3:2])([CH3:4])[CH3:3], predict the reactants needed to synthesize it. The reactants are: [C:1]([O:5][C:6]([N:8]1[CH2:13][CH2:12][N:11]([C:14]2[CH:15]=[C:16](C3C=CC(Cl)=C(Cl)C=3)[C:17]([C:23]([F:26])([F:25])[F:24])=[CH:18][C:19]=2[N+:20]([O-])=O)[CH2:10][CH2:9]1)=[O:7])([CH3:4])([CH3:3])[CH3:2].[I:35][C:36]1[CH:41]=[CH:40][C:39]([S:42](Cl)(=[O:44])=[O:43])=[CH:38][CH:37]=1. (6) Given the product [Cl:1][C:2]1[CH:11]=[C:10]2[C:5]([N:6]=[C:7]([N:36]3[CH2:37][CH2:38][N:33]([CH3:32])[CH2:34][CH2:35]3)[C:8]3[N:9]2[N:12]=[CH:13][N:14]=3)=[CH:4][CH:3]=1, predict the reactants needed to synthesize it. The reactants are: [Cl:1][C:2]1[CH:11]=[C:10]2[C:5]([NH:6][C:7](=O)[C:8]3[N:9]2[N:12]=[CH:13][N:14]=3)=[CH:4][CH:3]=1.ClC1C=C2C(NC(=O)C3N2N=C(C)N=3)=CC=1.[CH3:32][N:33]1[CH2:38][CH2:37][NH:36][CH2:35][CH2:34]1.N1CCNCC1. (7) Given the product [C:1]([O:5][C:6]([N:8]1[CH2:13][CH2:12][CH:11]([C:14]#[C:15][Sn:27]([CH2:28][CH2:29][CH2:30][CH3:31])([CH2:32][CH2:33][CH2:34][CH3:35])[CH2:23][CH2:24][CH2:25][CH3:26])[CH2:10][CH2:9]1)=[O:7])([CH3:4])([CH3:3])[CH3:2], predict the reactants needed to synthesize it. The reactants are: [C:1]([O:5][C:6]([N:8]1[CH2:13][CH2:12][CH:11]([CH:14]=[C:15](Br)Br)[CH2:10][CH2:9]1)=[O:7])([CH3:4])([CH3:3])[CH3:2].C([Li])CCC.[CH2:23]([Sn:27](Cl)([CH2:32][CH2:33][CH2:34][CH3:35])[CH2:28][CH2:29][CH2:30][CH3:31])[CH2:24][CH2:25][CH3:26].C(OCC)(=O)C.